This data is from Peptide-MHC class I binding affinity with 185,985 pairs from IEDB/IMGT. The task is: Regression. Given a peptide amino acid sequence and an MHC pseudo amino acid sequence, predict their binding affinity value. This is MHC class I binding data. (1) The peptide sequence is RSSMKLLSY. The MHC is HLA-B15:01 with pseudo-sequence HLA-B15:01. The binding affinity (normalized) is 0.585. (2) The peptide sequence is EILRNYLRL. The MHC is HLA-A02:02 with pseudo-sequence HLA-A02:02. The binding affinity (normalized) is 0.118. (3) The peptide sequence is IGAHPIMYY. The MHC is HLA-A29:02 with pseudo-sequence HLA-A29:02. The binding affinity (normalized) is 0.380. (4) The binding affinity (normalized) is 0.192. The MHC is HLA-A02:02 with pseudo-sequence HLA-A02:02. The peptide sequence is ELAAHQKKI.